This data is from Reaction yield outcomes from USPTO patents with 853,638 reactions. The task is: Predict the reaction yield, written as a fraction of the theoretical maximum amount of product (1.0 means a 100% yield; for example, 0.34 means a 34% yield). (1) The reactants are [NH2:1][C:2]1[CH:3]=[CH:4][C:5]([O:8][C:9]2[C:10]([F:31])=[CH:11][C:12]([F:30])=[C:13]([NH:15][C:16](=[O:29])[C:17]3[CH:22]=[CH:21][CH:20]=[C:19]([C:23]4([C:26]#[N:27])[CH2:25][CH2:24]4)[C:18]=3[Cl:28])[CH:14]=2)=[N:6][CH:7]=1.[S-:32][C:33]#[N:34].[K+].BrBr. The catalyst is C(O)(=O)C. The product is [NH2:34][C:33]1[S:32][C:7]2[C:2]([N:1]=1)=[CH:3][CH:4]=[C:5]([O:8][C:9]1[C:10]([F:31])=[CH:11][C:12]([F:30])=[C:13]([NH:15][C:16](=[O:29])[C:17]3[CH:22]=[CH:21][CH:20]=[C:19]([C:23]4([C:26]#[N:27])[CH2:24][CH2:25]4)[C:18]=3[Cl:28])[CH:14]=1)[N:6]=2. The yield is 0.840. (2) The reactants are [CH2:1]([O:8][C:9]1[CH:10]=[C:11]2[C:15](=[CH:16][CH:17]=1)[N:14]([C@H:18]([CH3:22])[C:19]([OH:21])=[O:20])[CH:13]=[CH:12]2)[C:2]1[CH:7]=[CH:6][CH:5]=[CH:4][CH:3]=1.[C:23](=O)(O)[O-].[Na+].IC. The catalyst is CN(C=O)C. The product is [CH3:23][O:20][C:19](=[O:21])[C@H:18]([N:14]1[C:15]2[C:11](=[CH:10][C:9]([O:8][CH2:1][C:2]3[CH:7]=[CH:6][CH:5]=[CH:4][CH:3]=3)=[CH:17][CH:16]=2)[CH:12]=[CH:13]1)[CH3:22]. The yield is 0.870. (3) The reactants are [CH:1]1([CH:5]([C:7]2[CH:11]=[C:10]([C:12]3[CH:17]=[CH:16][CH:15]=[CH:14][CH:13]=3)[O:9][C:8]=2[CH3:18])O)[CH2:4][CH2:3][CH2:2]1.S(Cl)([Cl:21])=O. The catalyst is C1(C)C=CC=CC=1. The product is [Cl:21][CH:5]([CH:1]1[CH2:4][CH2:3][CH2:2]1)[C:7]1[CH:11]=[C:10]([C:12]2[CH:17]=[CH:16][CH:15]=[CH:14][CH:13]=2)[O:9][C:8]=1[CH3:18]. The yield is 1.00.